This data is from Reaction yield outcomes from USPTO patents with 853,638 reactions. The task is: Predict the reaction yield, written as a fraction of the theoretical maximum amount of product (1.0 means a 100% yield; for example, 0.34 means a 34% yield). The catalyst is C(Cl)(Cl)Cl.O. The yield is 0.780. The product is [NH2:8][C:7]1[NH:9][C:14](=[O:13])[C:16]2[C:24]3[C:19](=[CH:20][CH:21]=[CH:22][C:23]=3[Cl:25])[NH:18][C:17]=2[N:26]=1. The reactants are CS(C)(=O)=O.Cl.[C:7](Cl)(=[NH:9])[NH2:8].C([O:13][C:14]([C:16]1[C:24]2[C:19](=[CH:20][CH:21]=[CH:22][C:23]=2[Cl:25])[NH:18][C:17]=1[NH2:26])=O)C.O.N.